From a dataset of Forward reaction prediction with 1.9M reactions from USPTO patents (1976-2016). Predict the product of the given reaction. (1) The product is: [Si:1]([O:8][C@@H:9]1[C:13]2([CH2:14][CH2:15]2)[C:12](=[O:16])[N:11]([C:20]2[CH:27]=[CH:26][C:23]([C:24]#[N:25])=[C:22]([C:28]([F:29])([F:31])[F:30])[CH:21]=2)[C@H:10]1[CH2:17][CH3:18])([C:4]([CH3:7])([CH3:6])[CH3:5])([CH3:2])[CH3:3]. Given the reactants [Si:1]([O:8][CH:9]1[C:13]2([CH2:15][CH2:14]2)[C:12](=[O:16])[NH:11][C@H:10]1[CH2:17][CH3:18])([C:4]([CH3:7])([CH3:6])[CH3:5])([CH3:3])[CH3:2].I[C:20]1[CH:27]=[CH:26][C:23]([C:24]#[N:25])=[C:22]([C:28]([F:31])([F:30])[F:29])[CH:21]=1.C(=O)([O-])[O-].[Cs+].[Cs+].C1(P(C2C=CC=CC=2)C2C3OC4C(=CC=CC=4P(C4C=CC=CC=4)C4C=CC=CC=4)C(C)(C)C=3C=CC=2)C=CC=CC=1, predict the reaction product. (2) Given the reactants [CH3:1][C:2]1[C:18]([CH2:19][C:20]2[CH:25]=[CH:24][CH:23]=[C:22]([C:26]([F:29])([F:28])[F:27])[C:21]=2[CH3:30])=[C:5]2[N:6]=[C:7]([N:12]3[CH2:17][CH2:16][O:15][CH2:14][CH2:13]3)[CH:8]=[C:9]([C:10]#[N:11])[N:4]2[N:3]=1.[N-:31]=[N+:32]=[N-:33].[Na+].[Cl-].[NH4+], predict the reaction product. The product is: [CH3:1][C:2]1[C:18]([CH2:19][C:20]2[CH:25]=[CH:24][CH:23]=[C:22]([C:26]([F:29])([F:27])[F:28])[C:21]=2[CH3:30])=[C:5]2[N:6]=[C:7]([N:12]3[CH2:17][CH2:16][O:15][CH2:14][CH2:13]3)[CH:8]=[C:9]([C:10]3[N:31]=[N:32][NH:33][N:11]=3)[N:4]2[N:3]=1. (3) Given the reactants [C:1]1([O:8][CH3:9])[C:2](=[CH:4][CH:5]=[CH:6][CH:7]=1)[OH:3].Br[CH2:11][CH2:12][Cl:13].[OH-].[Na+], predict the reaction product. The product is: [Cl:13][CH2:12][CH2:11][O:3][C:2]1[C:1]([O:8][CH3:9])=[CH:7][CH:6]=[CH:5][CH:4]=1. (4) Given the reactants [CH3:1][N:2]([CH:10]1[CH2:15][CH2:14][N:13]([CH3:16])[CH2:12][CH2:11]1)[C:3]1[CH:8]=[CH:7][CH:6]=[C:5]([NH2:9])[N:4]=1.[CH:17]1([C:20]([Cl:22])=[O:21])[CH2:19][CH2:18]1, predict the reaction product. The product is: [ClH:22].[CH3:1][N:2]([CH:10]1[CH2:15][CH2:14][N:13]([CH3:16])[CH2:12][CH2:11]1)[C:3]1[N:4]=[C:5]([NH:9][C:20]([CH:17]2[CH2:19][CH2:18]2)=[O:21])[CH:6]=[CH:7][CH:8]=1. (5) Given the reactants [NH2:1][C:2]1[C:3]([C:15]([OH:17])=O)=[CH:4][C:5]2[O:10][CH:9](COC)[CH2:8][O:7][C:6]=2[CH:14]=1.[N:18]1[CH:23]=CC=NN=1.N1CCCCC1.[CH3:30][OH:31], predict the reaction product. The product is: [CH3:30][O:31][CH:9]1[O:10][C:5]2[CH:4]=[C:3]3[C:2](=[CH:14][C:6]=2[O:7][CH2:8]1)[N:1]=[CH:23][N:18]=[C:15]3[OH:17]. (6) Given the reactants [NH2:1][C:2]1[C:3]([C:9]([OH:11])=[O:10])=[N:4][C:5]([Br:8])=[CH:6][N:7]=1.[CH3:12]N1CCOCC1.C(Cl)(=O)OCC(C)C, predict the reaction product. The product is: [NH2:1][C:2]1[C:3]([C:9]([O:11][CH3:12])=[O:10])=[N:4][C:5]([Br:8])=[CH:6][N:7]=1. (7) Given the reactants CS[C:3]1[S:4][C:5]2[C:11]([C:12]#[N:13])=[CH:10][CH:9]=[CH:8][C:6]=2[N:7]=1.FC1C2SC([I:24])=NC=2C=CC=1, predict the reaction product. The product is: [I:24][C:3]1[S:4][C:5]2[C:11]([C:12]#[N:13])=[CH:10][CH:9]=[CH:8][C:6]=2[N:7]=1. (8) Given the reactants O[CH2:2][C:3]1[N:7]([CH2:8][C:9]([CH3:12])([OH:11])[CH3:10])[N:6]=[C:5]([N+:13]([O-:15])=[O:14])[CH:4]=1.[H-].[Na+].C1(C)C=CC(S(Cl)(=O)=O)=CC=1.[Cl-].[NH4+], predict the reaction product. The product is: [CH3:10][C:9]1([CH3:12])[O:11][CH2:2][C:3]2=[CH:4][C:5]([N+:13]([O-:15])=[O:14])=[N:6][N:7]2[CH2:8]1. (9) Given the reactants Cl[C:2]1[CH:7]=[CH:6][C:5]([O:8][C:9]2[CH:14]=[CH:13][C:12]([F:15])=[C:11]([F:16])[CH:10]=2)=[CH:4][N:3]=1.[F:17][C:18]1[CH:19]=[C:20]([CH:22]=[CH:23][C:24]=1[N:25]1[CH2:30][CH2:29][O:28][CH2:27][CH2:26]1)[NH2:21].C1(P(C2C=CC=CC=2)C2C3OC4C(=CC=CC=4P(C4C=CC=CC=4)C4C=CC=CC=4)C(C)(C)C=3C=CC=2)C=CC=CC=1.C(=O)([O-])[O-].[Cs+].[Cs+], predict the reaction product. The product is: [F:16][C:11]1[CH:10]=[C:9]([CH:14]=[CH:13][C:12]=1[F:15])[O:8][C:5]1[CH:6]=[CH:7][C:2]([NH:21][C:20]2[CH:22]=[CH:23][C:24]([N:25]3[CH2:26][CH2:27][O:28][CH2:29][CH2:30]3)=[C:18]([F:17])[CH:19]=2)=[N:3][CH:4]=1.